Dataset: Catalyst prediction with 721,799 reactions and 888 catalyst types from USPTO. Task: Predict which catalyst facilitates the given reaction. (1) Reactant: [NH2:1][C:2]1[CH:15]=[CH:14][C:5]([O:6][C:7]2[CH:12]=[CH:11][N:10]=[C:9]([NH2:13])[CH:8]=2)=[CH:4][C:3]=1[F:16].C(N(CC)CC)C.Cl[C:25](OC1C=CC=CC=1)=[O:26].[NH:34]1[CH2:39][CH2:38][O:37][CH2:36][CH2:35]1. Product: [NH2:1][C:2]1[CH:15]=[CH:14][C:5]([O:6][C:7]2[CH:12]=[CH:11][N:10]=[C:9]([NH:13][C:25]([N:34]3[CH2:39][CH2:38][O:37][CH2:36][CH2:35]3)=[O:26])[CH:8]=2)=[CH:4][C:3]=1[F:16]. The catalyst class is: 213. (2) Reactant: Br[C:2]1[CH:7]=[C:6]([N:8]2[C:27]3[C:15](=[CH:16][C:17]4[C:18]([CH3:29])([CH3:28])[C:19]5[CH:20]=[CH:21][CH:22]=[CH:23][C:24]=5[C:25]=4[CH:26]=3)[C:14]3[C:9]2=[CH:10][CH:11]=[CH:12][CH:13]=3)[CH:5]=[C:4](Br)[N:3]=1.[C:31]1(B(O)O)[CH:36]=[CH:35][CH:34]=[CH:33][CH:32]=1. Product: [C:31]1([C:2]2[CH:7]=[C:6]([N:8]3[C:27]4[C:15](=[CH:16][C:17]5[C:18]([CH3:29])([CH3:28])[C:19]6[CH:20]=[CH:21][CH:22]=[CH:23][C:24]=6[C:25]=5[CH:26]=4)[C:14]4[C:9]3=[CH:10][CH:11]=[CH:12][CH:13]=4)[CH:5]=[C:4]([C:9]3[CH:14]=[CH:13][CH:12]=[CH:11][CH:10]=3)[N:3]=2)[CH:36]=[CH:35][CH:34]=[CH:33][CH:32]=1. The catalyst class is: 104. (3) Reactant: [Cl:1][C:2]1[CH:7]=[CH:6][C:5]([NH:8][C:9](=O)[C:10]([F:13])([F:12])[F:11])=[CH:4][CH:3]=1.[H-].[Al+3].[Li+].[H-].[H-].[H-]. The catalyst class is: 1. Product: [Cl:1][C:2]1[CH:3]=[CH:4][C:5]([NH:8][CH2:9][C:10]([F:11])([F:12])[F:13])=[CH:6][CH:7]=1. (4) The catalyst class is: 2. Product: [CH:25]1(/[CH:24]=[CH:23]\[C:20]2[CH:19]=[CH:18][C:17]([CH2:16][NH2:15])=[CH:22][CH:21]=2)[CH2:30][CH2:29][CH2:28][CH2:27][CH2:26]1. Reactant: FC(F)(F)C(O)=O.C(OC([NH:15][CH2:16][C:17]1[CH:22]=[CH:21][C:20](/[CH:23]=[CH:24]\[CH:25]2[CH2:30][CH2:29][CH2:28][CH2:27][CH2:26]2)=[CH:19][CH:18]=1)=O)(C)(C)C. (5) The catalyst class is: 4. Product: [Br:1][C:2]1[CH:7]=[CH:6][C:5]([C:8]([CH3:12])([CH3:11])[CH2:9][F:19])=[CH:4][CH:3]=1. Reactant: [Br:1][C:2]1[CH:7]=[CH:6][C:5]([C:8]([CH3:12])([CH3:11])[CH2:9]O)=[CH:4][CH:3]=1.C(N(S(F)(F)[F:19])CC)C.